This data is from NCI-60 drug combinations with 297,098 pairs across 59 cell lines. The task is: Regression. Given two drug SMILES strings and cell line genomic features, predict the synergy score measuring deviation from expected non-interaction effect. (1) Drug 1: CC1C(C(CC(O1)OC2CC(CC3=C2C(=C4C(=C3O)C(=O)C5=C(C4=O)C(=CC=C5)OC)O)(C(=O)CO)O)N)O.Cl. Drug 2: C1=C(C(=O)NC(=O)N1)N(CCCl)CCCl. Cell line: DU-145. Synergy scores: CSS=24.6, Synergy_ZIP=-0.0245, Synergy_Bliss=-0.199, Synergy_Loewe=0.236, Synergy_HSA=0.788. (2) Drug 1: C1=NC(=NC(=O)N1C2C(C(C(O2)CO)O)O)N. Drug 2: CCN(CC)CCCC(C)NC1=C2C=C(C=CC2=NC3=C1C=CC(=C3)Cl)OC. Cell line: SR. Synergy scores: CSS=88.7, Synergy_ZIP=-0.669, Synergy_Bliss=0.458, Synergy_Loewe=-2.23, Synergy_HSA=0.889.